Predict the reactants needed to synthesize the given product. From a dataset of Full USPTO retrosynthesis dataset with 1.9M reactions from patents (1976-2016). (1) Given the product [Cl:1][C:2]1[N:3]=[C:4]2[CH:12]=[C:11]([Cl:13])[CH:10]=[N:9][C:5]2=[N:6][C:7]=1[N:18]1[CH2:19][CH:20]([CH3:21])[N:15]([CH3:14])[CH:16]([CH3:22])[CH2:17]1, predict the reactants needed to synthesize it. The reactants are: [Cl:1][C:2]1[N:3]=[C:4]2[CH:12]=[C:11]([Cl:13])[CH:10]=[N:9][C:5]2=[N:6][C:7]=1Cl.[CH3:14][N:15]1[CH:20]([CH3:21])[CH2:19][NH:18][CH2:17][CH:16]1[CH3:22].[NH4+].[Cl-]. (2) The reactants are: [OH:1][C:2]1[CH:3]=[CH:4][C:5]2[O:9][C:8]([C:10](=[O:12])[CH3:11])=[CH:7][C:6]=2[CH:13]=1.[CH2:14]([O:16][C:17]1[CH:24]=[CH:23][C:20]([CH2:21]Cl)=[CH:19][CH:18]=1)[CH3:15].C(=O)([O-])[O-].[K+].[K+]. Given the product [CH2:14]([O:16][C:17]1[CH:24]=[CH:23][C:20]([CH2:21][O:1][C:2]2[CH:3]=[CH:4][C:5]3[O:9][C:8]([C:10](=[O:12])[CH3:11])=[CH:7][C:6]=3[CH:13]=2)=[CH:19][CH:18]=1)[CH3:15], predict the reactants needed to synthesize it.